Dataset: Forward reaction prediction with 1.9M reactions from USPTO patents (1976-2016). Task: Predict the product of the given reaction. The product is: [Cl:1][C:2]1[N:7]=[N:6][C:5]2[CH2:8][CH2:9][N:12]3[C:13]4[CH:14]=[CH:15][CH:16]=[C:17]([F:20])[C:18]=4[CH:19]=[C:11]3[C:4]=2[CH:3]=1. Given the reactants [Cl:1][C:2]1[N:7]=[N:6][C:5]([CH2:8][CH2:9]Cl)=[C:4]([C:11]2[NH:12][C:13]3[C:18]([CH:19]=2)=[C:17]([F:20])[CH:16]=[CH:15][CH:14]=3)[CH:3]=1.C([O-])([O-])=O.[Cs+].[Cs+], predict the reaction product.